Dataset: Full USPTO retrosynthesis dataset with 1.9M reactions from patents (1976-2016). Task: Predict the reactants needed to synthesize the given product. (1) Given the product [Cl:1][C:2]1[CH:7]=[CH:6][CH:5]=[CH:4][C:3]=1[C:8]1[C:9]([C:29]2[CH:34]=[CH:33][C:32]([Cl:35])=[CH:31][CH:30]=2)=[CH:10][C:11]2[N:12]([C:16]([CH2:17][C:18]3[CH:23]=[CH:22][C:21]([C:24]([F:27])([F:26])[F:25])=[CH:20][CH:19]=3)=[N:15][N:14]=2)[N:13]=1, predict the reactants needed to synthesize it. The reactants are: [Cl:1][C:2]1[CH:7]=[CH:6][CH:5]=[CH:4][C:3]=1[C:8]1[N:13]=[N:12][C:11]([NH:14][NH:15][C:16](=O)[CH2:17][C:18]2[CH:23]=[CH:22][C:21]([C:24]([F:27])([F:26])[F:25])=[CH:20][CH:19]=2)=[CH:10][C:9]=1[C:29]1[CH:34]=[CH:33][C:32]([Cl:35])=[CH:31][CH:30]=1.C(O)(=O)C. (2) Given the product [CH3:1][C:2]1([CH2:6][O:7][S:14]([C:9]2[CH:8]=[CH:13][C:12]([CH3:20])=[CH:11][CH:10]=2)(=[O:15])=[O:16])[CH2:5][O:4][CH2:3]1, predict the reactants needed to synthesize it. The reactants are: [CH3:1][C:2]1([CH2:6][OH:7])[CH2:5][O:4][CH2:3]1.[C:8]1(C)[C:9]([S:14](Cl)(=[O:16])=[O:15])=[CH:10][CH:11]=[CH:12][CH:13]=1.N1C=CC=C[CH:20]=1. (3) Given the product [Cl:1][C:2]1[CH:7]=[CH:6][C:5]([S:8][C:9]2[C:10]([C:20]3[CH:21]=[CH:22][C:23]([C:26](=[O:29])[CH2:27][CH3:28])=[CH:24][CH:25]=3)=[N:11][N:12]([C:14]3[CH:19]=[CH:18][CH:17]=[CH:16][CH:15]=3)[CH:13]=2)=[CH:4][CH:3]=1, predict the reactants needed to synthesize it. The reactants are: [Cl:1][C:2]1[CH:7]=[CH:6][C:5]([S:8][C:9]2[C:10]([C:20]3[CH:25]=[CH:24][C:23]([CH:26]([OH:29])[CH2:27][CH3:28])=[CH:22][CH:21]=3)=[N:11][N:12]([C:14]3[CH:19]=[CH:18][CH:17]=[CH:16][CH:15]=3)[CH:13]=2)=[CH:4][CH:3]=1.CC(OI1(OC(C)=O)(OC(C)=O)OC(=O)C2C=CC=CC1=2)=O.